From a dataset of Reaction yield outcomes from USPTO patents with 853,638 reactions. Predict the reaction yield, written as a fraction of the theoretical maximum amount of product (1.0 means a 100% yield; for example, 0.34 means a 34% yield). The reactants are [C:1]([C:4]1[CH:9]=[C:8]([C:10]2[CH:15]=[CH:14][C:13]([O:16][C:17]3[CH:22]=[CH:21][C:20]([F:23])=[CH:19][CH:18]=3)=[CH:12][CH:11]=2)[N:7]=[C:6]([NH:24][C@@H:25]([CH3:30])[C:26]([O:28]C)=O)[N:5]=1)(=[O:3])[NH2:2].CO.[NH3:33]. No catalyst specified. The product is [NH2:33][C:26](=[O:28])[C@@H:25]([NH:24][C:6]1[N:5]=[C:4]([C:1]([NH2:2])=[O:3])[CH:9]=[C:8]([C:10]2[CH:15]=[CH:14][C:13]([O:16][C:17]3[CH:18]=[CH:19][C:20]([F:23])=[CH:21][CH:22]=3)=[CH:12][CH:11]=2)[N:7]=1)[CH3:30]. The yield is 0.810.